This data is from Catalyst prediction with 721,799 reactions and 888 catalyst types from USPTO. The task is: Predict which catalyst facilitates the given reaction. (1) Reactant: [Cl:1][C:2]1[C:3]([C:32]2[C:40]3[C:35](=[CH:36][CH:37]=[CH:38][CH:39]=3)[N:34](S(C3C=CC=CC=3)(=O)=O)[CH:33]=2)=[N:4][C:5]([NH:8][C@@H:9]2[CH2:14][CH2:13][CH2:12][C@H:11]([NH:15][C:16]([C:18]3[CH:23]=[CH:22][C:21]([NH:24][C:25](=[O:31])[O:26][C:27]([CH3:30])([CH3:29])[CH3:28])=[CH:20][CH:19]=3)=[O:17])[CH2:10]2)=[N:6][CH:7]=1.[OH-].[Na+]. Product: [Cl:1][C:2]1[C:3]([C:32]2[C:40]3[C:35](=[CH:36][CH:37]=[CH:38][CH:39]=3)[NH:34][CH:33]=2)=[N:4][C:5]([NH:8][C@@H:9]2[CH2:14][CH2:13][CH2:12][C@H:11]([NH:15][C:16]([C:18]3[CH:19]=[CH:20][C:21]([NH:24][C:25](=[O:31])[O:26][C:27]([CH3:30])([CH3:29])[CH3:28])=[CH:22][CH:23]=3)=[O:17])[CH2:10]2)=[N:6][CH:7]=1. The catalyst class is: 38. (2) Product: [CH3:11][N:12]1[C:20]2[C:15](=[CH:16][CH:17]=[CH:18][CH:19]=2)[C:14]2([O:21][CH:1]3[C:10]4[C:5]([CH:4]=[CH:3][N:2]3[C:29]3[CH:30]=[C:31]5[O:35][CH2:34][O:33][C:32]5=[CH:36][C:37]2=3)=[CH:6][CH:7]=[CH:8][CH:9]=4)[C:13]1=[O:22]. The catalyst class is: 1. Reactant: [CH:1]1[C:10]2[C:5](=[CH:6][CH:7]=[CH:8][CH:9]=2)[CH:4]=[CH:3][N:2]=1.[CH3:11][N:12]1[C:20]2[C:15](=[CH:16][CH:17]=[CH:18][CH:19]=2)[C:14](=[O:21])[C:13]1=[O:22].FC(F)(F)S(O[C:29]1[C:37]([Si](C)(C)C)=[CH:36][C:32]2[O:33][CH2:34][O:35][C:31]=2[CH:30]=1)(=O)=O.[F-].[K+].O1CCOCCOCCOCCOCCOCC1. (3) Reactant: [NH2:1][C:2]1[C:7]([C:8]([C:10]2[C:15]([F:16])=[CH:14][CH:13]=[CH:12][C:11]=2[F:17])=[O:9])=[CH:6][CH:5]=[C:4]([NH:18][C:19]2[CH:24]=[CH:23][C:22]([NH2:25])=[CH:21][CH:20]=2)[N:3]=1.[C:26]1([S:32](Cl)(=[O:34])=[O:33])[CH:31]=[CH:30][CH:29]=[CH:28][CH:27]=1.C(N(CC)CC)C. Product: [NH2:1][C:2]1[N:3]=[C:4]([NH:18][C:19]2[CH:20]=[CH:21][C:22]([NH:25][S:32]([C:26]3[CH:31]=[CH:30][CH:29]=[CH:28][CH:27]=3)(=[O:34])=[O:33])=[CH:23][CH:24]=2)[CH:5]=[CH:6][C:7]=1[C:8](=[O:9])[C:10]1[C:15]([F:16])=[CH:14][CH:13]=[CH:12][C:11]=1[F:17]. The catalyst class is: 76. (4) Reactant: [C:1]([C:4]1[N:5]=[C:6]([C:19]2[C:24]([F:25])=[CH:23][CH:22]=[CH:21][C:20]=2[F:26])[O:7][C:8]=1[NH:9][C:10]1[CH:18]=[CH:17][C:13]([C:14](O)=[O:15])=[CH:12][CH:11]=1)(=[O:3])[NH2:2].F[P-](F)(F)(F)(F)F.N1(OC(N(C)C)=[N+](C)C)C2N=CC=CC=2N=N1.C(N(C(C)C)CC)(C)C.[NH:60]1[CH2:66][CH2:65][CH2:64][C@@H:61]1[CH2:62][OH:63]. Product: [F:26][C:20]1[CH:21]=[CH:22][CH:23]=[C:24]([F:25])[C:19]=1[C:6]1[O:7][C:8]([NH:9][C:10]2[CH:11]=[CH:12][C:13]([C:14]([N:60]3[CH2:66][CH2:65][CH2:64][C@@H:61]3[CH2:62][OH:63])=[O:15])=[CH:17][CH:18]=2)=[C:4]([C:1]([NH2:2])=[O:3])[N:5]=1. The catalyst class is: 3. (5) Reactant: C1(C(C2C=CC=CC=2)(C2C=CC=CC=2)[N:8]2[CH:12]=[C:11]([CH2:13][N:14]3[C@H:27]4[C@H:18]([CH2:19][CH2:20][C:21]5[C:26]4=[N:25][CH:24]=[CH:23][CH:22]=5)[CH2:17][CH2:16][CH2:15]3)[N:10]=[CH:9]2)C=CC=CC=1. Product: [NH:8]1[CH:12]=[C:11]([CH2:13][N:14]2[C@H:27]3[C@H:18]([CH2:19][CH2:20][C:21]4[C:26]3=[N:25][CH:24]=[CH:23][CH:22]=4)[CH2:17][CH2:16][CH2:15]2)[N:10]=[CH:9]1. The catalyst class is: 281.